From a dataset of Forward reaction prediction with 1.9M reactions from USPTO patents (1976-2016). Predict the product of the given reaction. (1) Given the reactants Cl[C:2]1[CH:27]=[CH:26][C:5]([C:6]([NH:8]C2C=CC(Cl)=C(NC(=O)C3C=CC=C(Cl)C=3)C=2)=[O:7])=[C:4]([CH3:28])[N:3]=1.C[C@H]1CNC[C@@H](C)N1, predict the reaction product. The product is: [CH3:28][C:4]1[N:3]=[CH:2][CH:27]=[CH:26][C:5]=1[C:6]([NH2:8])=[O:7]. (2) Given the reactants [Cl:1][C:2]1[N:7]=[CH:6][C:5]([C:8]2[CH:16]=[CH:15][C:11]3[N:12]=[CH:13][S:14][C:10]=3[CH:9]=2)=[CH:4][C:3]=1[O:17]COCCOC.Cl, predict the reaction product. The product is: [S:14]1[C:10]2[CH:9]=[C:8]([C:5]3[CH:4]=[C:3]([OH:17])[C:2]([Cl:1])=[N:7][CH:6]=3)[CH:16]=[CH:15][C:11]=2[N:12]=[CH:13]1.